Dataset: Forward reaction prediction with 1.9M reactions from USPTO patents (1976-2016). Task: Predict the product of the given reaction. (1) Given the reactants [CH3:1][O:2][C:3]1[CH:4]=[C:5]([C:11]([C@H:13]2[C@@:23]3([CH3:24])[C@H:21]([O:22]3)[CH2:20][C@@H:19]3[C@:14]2([CH3:27])[CH2:15][CH2:16][CH2:17][C:18]3([CH3:26])[CH3:25])=[O:12])[CH:6]=[C:7]([O:9][CH3:10])[CH:8]=1.[OH-].[K+].[NH4+].[Cl-], predict the reaction product. The product is: [CH3:10][O:9][C:7]1[CH:6]=[C:5]([C:11]([C:13]2[C@:14]3([CH3:27])[C@H:19]([C:18]([CH3:26])([CH3:25])[CH2:17][CH2:16][CH2:15]3)[CH2:20][C@@H:21]([OH:22])[C:23]=2[CH3:24])=[O:12])[CH:4]=[C:3]([O:2][CH3:1])[CH:8]=1. (2) Given the reactants O[CH2:2][CH:3]1[CH:7]([N:8]2[C:16]3[C:11](=[CH:12][CH:13]=[CH:14][CH:15]=3)[C:10]([CH3:18])([CH3:17])[C:9]2=[O:19])[C:6]2[CH:20]=[CH:21][CH:22]=[CH:23][C:5]=2[O:4]1.S(C1C=CC(C)=CC=1)([O-])(=O)=O.[CH3:35][NH2:36].[ClH:37], predict the reaction product. The product is: [ClH:37].[CH3:17][C:10]1([CH3:18])[C:11]2[C:16](=[CH:15][CH:14]=[CH:13][CH:12]=2)[N:8]([CH:7]2[C:6]3[CH:20]=[CH:21][CH:22]=[CH:23][C:5]=3[O:4][CH:3]2[CH2:2][NH:36][CH3:35])[C:9]1=[O:19]. (3) The product is: [CH3:1][C:2]1[S:3][C:4]2[C:13]3[C@H:12]([CH2:14][CH2:15][NH:16][C:17](=[O:19])[CH3:18])[CH2:11][CH2:10][C:9]=3[CH:8]=[CH:7][C:5]=2[N:6]=1. Given the reactants [CH3:1][C:2]1[S:3][C:4]2[C:13]3[CH:12]([CH2:14][CH2:15][NH:16][C:17](=[O:19])[CH3:18])[CH2:11][CH2:10][C:9]=3[CH:8]=[CH:7][C:5]=2[N:6]=1, predict the reaction product. (4) Given the reactants [CH3:1][C:2]1[C:6]2[CH:7]=[CH:8][C:9]([OH:14])=[C:10]([CH2:11][CH2:12][CH3:13])[C:5]=2[O:4][N:3]=1.Br[CH2:16][CH2:17][CH2:18][O:19][C:20]1[CH:21]=[C:22]2[C:26](=[CH:27][CH:28]=1)[C@H:25]([CH2:29][C:30]([O:32][CH2:33][CH3:34])=[O:31])[CH2:24][CH2:23]2.C([O-])([O-])=O.[Cs+].[Cs+], predict the reaction product. The product is: [CH3:1][C:2]1[C:6]2[CH:7]=[CH:8][C:9]([O:14][CH2:16][CH2:17][CH2:18][O:19][C:20]3[CH:21]=[C:22]4[C:26](=[CH:27][CH:28]=3)[C@H:25]([CH2:29][C:30]([O:32][CH2:33][CH3:34])=[O:31])[CH2:24][CH2:23]4)=[C:10]([CH2:11][CH2:12][CH3:13])[C:5]=2[O:4][N:3]=1. (5) The product is: [CH3:1][O:2][C:3](=[O:12])[CH2:4][C:5]1[S:6][CH:7]=[C:8]([CH2:10][C:13]#[N:14])[CH:9]=1. Given the reactants [CH3:1][O:2][C:3](=[O:12])[CH2:4][C:5]1[S:6][CH:7]=[C:8]([CH2:10]Cl)[CH:9]=1.[C-:13]#[N:14].[K+], predict the reaction product.